This data is from Full USPTO retrosynthesis dataset with 1.9M reactions from patents (1976-2016). The task is: Predict the reactants needed to synthesize the given product. (1) Given the product [N:1]1[CH:6]=[CH:5][C:4]([O:7][CH:8]([C:10]2[CH:19]=[CH:18][C:13]([C:14]([OH:16])=[O:15])=[CH:12][CH:11]=2)[CH3:9])=[N:3][CH:2]=1, predict the reactants needed to synthesize it. The reactants are: [N:1]1[CH:6]=[CH:5][C:4]([O:7][CH:8]([C:10]2[CH:19]=[CH:18][C:13]([C:14]([O:16]C)=[O:15])=[CH:12][CH:11]=2)[CH3:9])=[N:3][CH:2]=1.[OH-].[Li+]. (2) Given the product [NH2:1][CH2:4][CH2:5][C:6]1[CH:48]=[CH:47][CH:46]=[CH:45][C:7]=1[O:8][CH2:9][CH2:10][O:11][CH:12]1[CH:17]([C:18]2[CH:19]=[CH:20][C:21]([O:24][CH2:25][CH2:26][CH2:27][O:28][CH2:29][C:30]3[CH:35]=[CH:34][CH:33]=[CH:32][C:31]=3[O:36][CH3:37])=[CH:22][CH:23]=2)[CH2:16][CH2:15][N:14]([C:38]([O:40][C:41]([CH3:43])([CH3:44])[CH3:42])=[O:39])[CH2:13]1, predict the reactants needed to synthesize it. The reactants are: [N:1]([CH2:4][CH2:5][C:6]1[CH:48]=[CH:47][CH:46]=[CH:45][C:7]=1[O:8][CH2:9][CH2:10][O:11][CH:12]1[CH:17]([C:18]2[CH:23]=[CH:22][C:21]([O:24][CH2:25][CH2:26][CH2:27][O:28][CH2:29][C:30]3[CH:35]=[CH:34][CH:33]=[CH:32][C:31]=3[O:36][CH3:37])=[CH:20][CH:19]=2)[CH2:16][CH2:15][N:14]([C:38]([O:40][C:41]([CH3:44])([CH3:43])[CH3:42])=[O:39])[CH2:13]1)=[N+]=[N-].N.C1(P(C2C=CC=CC=2)C2C=CC=CC=2)C=CC=CC=1. (3) Given the product [N:1]1[CH:6]=[CH:5][C:4]([N:7]2[CH2:8][CH2:9][CH:10]([CH2:13][OH:14])[CH2:11][CH2:12]2)=[CH:3][CH:2]=1, predict the reactants needed to synthesize it. The reactants are: [N:1]1[CH:6]=[CH:5][C:4]([N:7]2[CH2:12][CH2:11][CH:10]([C:13](OCC)=[O:14])[CH2:9][CH2:8]2)=[CH:3][CH:2]=1.[H-].[Al+3].[Li+].[H-].[H-].[H-].O.[OH-].[Na+]. (4) Given the product [NH2:12]/[CH:11]=[C:10](\[N:3]([CH2:1][CH3:2])[C:4](=[O:9])[C:5]([F:7])([F:8])[F:6])/[C:14](=[O:13])[CH3:15], predict the reactants needed to synthesize it. The reactants are: [CH2:1]([N:3]([C:10]1[CH:11]=[N:12][O:13][C:14]=1[CH3:15])[C:4](=[O:9])[C:5]([F:8])([F:7])[F:6])[CH3:2]. (5) Given the product [NH2:14][C:7]1[CH:8]=[C:9]([CH:12]=[CH:13][C:6]=1[NH:5][CH2:4][CH2:3][CH2:2][OH:1])[C:10]#[N:11], predict the reactants needed to synthesize it. The reactants are: [OH:1][CH2:2][CH2:3][CH2:4][NH:5][C:6]1[CH:13]=[CH:12][C:9]([C:10]#[N:11])=[CH:8][C:7]=1[N+:14]([O-])=O.[H][H].